Dataset: NCI-60 drug combinations with 297,098 pairs across 59 cell lines. Task: Regression. Given two drug SMILES strings and cell line genomic features, predict the synergy score measuring deviation from expected non-interaction effect. (1) Drug 1: C1=CC(=CC=C1CC(C(=O)O)N)N(CCCl)CCCl.Cl. Drug 2: C#CCC(CC1=CN=C2C(=N1)C(=NC(=N2)N)N)C3=CC=C(C=C3)C(=O)NC(CCC(=O)O)C(=O)O. Cell line: MDA-MB-435. Synergy scores: CSS=-10.6, Synergy_ZIP=0.472, Synergy_Bliss=-7.10, Synergy_Loewe=-17.6, Synergy_HSA=-12.7. (2) Cell line: KM12. Drug 1: CCC1=C2CN3C(=CC4=C(C3=O)COC(=O)C4(CC)O)C2=NC5=C1C=C(C=C5)O. Synergy scores: CSS=29.0, Synergy_ZIP=-0.138, Synergy_Bliss=-0.685, Synergy_Loewe=-75.7, Synergy_HSA=-2.19. Drug 2: CS(=O)(=O)CCNCC1=CC=C(O1)C2=CC3=C(C=C2)N=CN=C3NC4=CC(=C(C=C4)OCC5=CC(=CC=C5)F)Cl. (3) Drug 1: CNC(=O)C1=CC=CC=C1SC2=CC3=C(C=C2)C(=NN3)C=CC4=CC=CC=N4. Drug 2: CC12CCC3C(C1CCC2=O)CC(=C)C4=CC(=O)C=CC34C. Cell line: LOX IMVI. Synergy scores: CSS=35.5, Synergy_ZIP=-0.761, Synergy_Bliss=-5.74, Synergy_Loewe=-4.49, Synergy_HSA=-4.65. (4) Drug 1: COC1=CC(=CC(=C1O)OC)C2C3C(COC3=O)C(C4=CC5=C(C=C24)OCO5)OC6C(C(C7C(O6)COC(O7)C8=CC=CS8)O)O. Drug 2: CC1C(C(CC(O1)OC2CC(OC(C2O)C)OC3=CC4=CC5=C(C(=O)C(C(C5)C(C(=O)C(C(C)O)O)OC)OC6CC(C(C(O6)C)O)OC7CC(C(C(O7)C)O)OC8CC(C(C(O8)C)O)(C)O)C(=C4C(=C3C)O)O)O)O. Cell line: MDA-MB-231. Synergy scores: CSS=42.7, Synergy_ZIP=-3.32, Synergy_Bliss=7.20, Synergy_Loewe=3.18, Synergy_HSA=6.63. (5) Drug 1: C1=CN(C=N1)CC(O)(P(=O)(O)O)P(=O)(O)O. Synergy scores: CSS=2.50, Synergy_ZIP=1.74, Synergy_Bliss=5.82, Synergy_Loewe=2.60, Synergy_HSA=2.64. Drug 2: C#CCC(CC1=CN=C2C(=N1)C(=NC(=N2)N)N)C3=CC=C(C=C3)C(=O)NC(CCC(=O)O)C(=O)O. Cell line: BT-549. (6) Drug 1: CC1=CC=C(C=C1)C2=CC(=NN2C3=CC=C(C=C3)S(=O)(=O)N)C(F)(F)F. Drug 2: C1=CN(C=N1)CC(O)(P(=O)(O)O)P(=O)(O)O. Cell line: SR. Synergy scores: CSS=1.15, Synergy_ZIP=0.298, Synergy_Bliss=-1.98, Synergy_Loewe=-1.66, Synergy_HSA=-4.36.